Dataset: Catalyst prediction with 721,799 reactions and 888 catalyst types from USPTO. Task: Predict which catalyst facilitates the given reaction. (1) Reactant: Cl[C:2]1[CH:7]=[CH:6][C:5]([N+:8]([O-:10])=[O:9])=[CH:4][N:3]=1.[C:11]([O:19][CH2:20][CH3:21])(=[O:18])[CH2:12][C:13]([O:15][CH2:16][CH3:17])=[O:14].C(=O)([O-])[O-].[K+].[K+]. Product: [N+:8]([C:5]1[CH:6]=[CH:7][C:2]([CH:12]([C:13]([O:15][CH2:16][CH3:17])=[O:14])[C:11]([O:19][CH2:20][CH3:21])=[O:18])=[N:3][CH:4]=1)([O-:10])=[O:9]. The catalyst class is: 3. (2) Reactant: [C:1]1([NH:7][C:8]2[CH:16]=[CH:15][CH:14]=[CH:13][C:9]=2[C:10]([OH:12])=O)[CH:6]=[CH:5][CH:4]=[CH:3][CH:2]=1.[F:17][C:18]([F:39])([F:38])[O:19][C:20]1[CH:25]=[CH:24][C:23]([N:26]2[CH:30]=[N:29][C:28]([C:31]3[CH:37]=[CH:36][C:34]([NH2:35])=[CH:33][CH:32]=3)=[N:27]2)=[CH:22][CH:21]=1.C(N(CC)C(C)C)(C)C.CN([P+](ON1N=NC2C1=CC=CC=2)(N(C)C)N(C)C)C.F[P-](F)(F)(F)(F)F. Product: [C:1]1([NH:7][C:8]2[CH:16]=[CH:15][CH:14]=[CH:13][C:9]=2[C:10]([NH:35][C:34]2[CH:36]=[CH:37][C:31]([C:28]3[N:29]=[CH:30][N:26]([C:23]4[CH:24]=[CH:25][C:20]([O:19][C:18]([F:17])([F:39])[F:38])=[CH:21][CH:22]=4)[N:27]=3)=[CH:32][CH:33]=2)=[O:12])[CH:2]=[CH:3][CH:4]=[CH:5][CH:6]=1. The catalyst class is: 7. (3) Reactant: [N+:1]([C:4]1[CH:5]=[C:6]([N:10]2[CH2:15][CH2:14][O:13][CH2:12][CH2:11]2)[CH:7]=[CH:8][CH:9]=1)([O-])=O. Product: [N:10]1([C:6]2[CH:5]=[C:4]([NH2:1])[CH:9]=[CH:8][CH:7]=2)[CH2:11][CH2:12][O:13][CH2:14][CH2:15]1. The catalyst class is: 19. (4) Reactant: [Br:1][C:2]1[CH:3]=[C:4]([CH:7]=[CH:8][CH:9]=1)[CH2:5][NH2:6].C(N(C(C)C)CC)(C)C.Cl[C:20]1[N:25]=[C:24]([NH:26][CH2:27][C@H:28]2[CH2:33][CH2:32][C@H:31]([CH2:34][OH:35])[CH2:30][CH2:29]2)[C:23]([N+:36]([O-:38])=[O:37])=[CH:22][N:21]=1. Product: [Br:1][C:2]1[CH:3]=[C:4]([CH:7]=[CH:8][CH:9]=1)[CH2:5][NH:6][C:20]1[N:25]=[C:24]([NH:26][CH2:27][C@H:28]2[CH2:29][CH2:30][C@H:31]([CH2:34][OH:35])[CH2:32][CH2:33]2)[C:23]([N+:36]([O-:38])=[O:37])=[CH:22][N:21]=1. The catalyst class is: 4. (5) Reactant: [Cl:1][C:2]1[CH:7]=[CH:6][CH:5]=[CH:4][C:3]=1[C:8]1[C:9]([C:22]2[CH:27]=[CH:26][C:25]([Cl:28])=[CH:24][CH:23]=2)=[CH:10][C:11]2[N:12]([C:14]([C:17](OCC)=[O:18])=[N:15][N:16]=2)[N:13]=1.[F:29][C:30]([F:40])([F:39])[C:31]1[CH:36]=[CH:35][C:34]([CH2:37][NH2:38])=[CH:33][CH:32]=1. Product: [Cl:1][C:2]1[CH:7]=[CH:6][CH:5]=[CH:4][C:3]=1[C:8]1[C:9]([C:22]2[CH:27]=[CH:26][C:25]([Cl:28])=[CH:24][CH:23]=2)=[CH:10][C:11]2[N:12]([C:14]([C:17]([NH:38][CH2:37][C:34]3[CH:33]=[CH:32][C:31]([C:30]([F:29])([F:39])[F:40])=[CH:36][CH:35]=3)=[O:18])=[N:15][N:16]=2)[N:13]=1. The catalyst class is: 5. (6) Reactant: [N+:1]([C:4]1[CH:9]=[CH:8][C:7]([C:10]2[NH:19][C:13]3[CH:14]=[N:15][C:16]([NH2:18])=[CH:17][C:12]=3[N:11]=2)=[CH:6][CH:5]=1)([O-:3])=[O:2].Cl.[N:21]1[CH:26]=[CH:25][CH:24]=[CH:23][C:22]=1[C:27](Cl)=[O:28].O. Product: [N+:1]([C:4]1[CH:9]=[CH:8][C:7]([C:10]2[NH:19][C:13]3[CH:14]=[N:15][C:16]([NH:18][C:27]([C:22]4[CH:23]=[CH:24][CH:25]=[CH:26][N:21]=4)=[O:28])=[CH:17][C:12]=3[N:11]=2)=[CH:6][CH:5]=1)([O-:3])=[O:2]. The catalyst class is: 17. (7) Reactant: COC[O:4][C:5]1[CH:10]=[C:9]([O:11][CH3:12])[CH:8]=[CH:7][C:6]=1[CH:13]1[C:21]2[C:16](=[CH:17][CH:18]=[C:19]([O:22][CH2:23][CH2:24][CH3:25])[CH:20]=2)[CH:15]([C:26]2[CH:31]=[CH:30][C:29]3[O:32][CH2:33][O:34][C:28]=3[CH:27]=2)[CH:14]1C(O)=O.N1C=CC=CC=1.S(Cl)(Cl)=O.SC1C=CC=C[N+]=1[O-]. Product: [OH:4][C:5]1[CH:10]=[C:9]([O:11][CH3:12])[CH:8]=[CH:7][C:6]=1[CH:13]1[C:21]2[C:16](=[CH:17][CH:18]=[C:19]([O:22][CH2:23][CH2:24][CH3:25])[CH:20]=2)[CH:15]([C:26]2[CH:31]=[CH:30][C:29]3[O:32][CH2:33][O:34][C:28]=3[CH:27]=2)[CH2:14]1. The catalyst class is: 4. (8) Reactant: [OH:1][CH2:2][C:3]([NH2:5])=[S:4].[CH2:6]([O:8][C:9](=[O:14])[C:10](=O)[CH2:11]Br)[CH3:7].C(Cl)Cl.CO. Product: [CH2:6]([O:8][C:9]([C:10]1[N:5]=[C:3]([CH2:2][OH:1])[S:4][CH:11]=1)=[O:14])[CH3:7]. The catalyst class is: 14. (9) Reactant: [Cl:1][C:2]1[CH:3]=[C:4]([C:9]([C:12]2[N:16]([C:17]3[CH:22]=[CH:21][C:20]([F:23])=[CH:19][CH:18]=3)[C:15]([CH2:24][O:25][CH:26]3[CH2:31][CH2:30][N:29]([C:32]#[N:33])[CH2:28][CH2:27]3)=[N:14][CH:13]=2)([CH3:11])[CH3:10])[CH:5]=[CH:6][C:7]=1[Cl:8].[N-:34]=[N+:35]=[N-:36].[Na+].[NH4+].[Cl-]. Product: [Cl:1][C:2]1[CH:3]=[C:4]([C:9]([C:12]2[N:16]([C:17]3[CH:18]=[CH:19][C:20]([F:23])=[CH:21][CH:22]=3)[C:15]([CH2:24][O:25][CH:26]3[CH2:31][CH2:30][N:29]([C:32]4[NH:36][N:35]=[N:34][N:33]=4)[CH2:28][CH2:27]3)=[N:14][CH:13]=2)([CH3:10])[CH3:11])[CH:5]=[CH:6][C:7]=1[Cl:8]. The catalyst class is: 3. (10) Reactant: C[CH:2]1[C:7]2([O:11][CH2:10][CH2:9][O:8]2)[CH2:6][CH2:5][CH2:4][C:3]1([C:14]1[CH:19]=[CH:18][CH:17]=[CH:16][CH:15]=1)[CH:12]=[O:13].[BH4-].[Na+]. Product: [CH2:10]1[CH2:9][O:8][C:7]2([CH2:6][CH2:5][CH2:4][C:3]([CH2:12][OH:13])([C:14]3[CH:19]=[CH:18][CH:17]=[CH:16][CH:15]=3)[CH2:2]2)[O:11]1. The catalyst class is: 5.